Dataset: Reaction yield outcomes from USPTO patents with 853,638 reactions. Task: Predict the reaction yield, written as a fraction of the theoretical maximum amount of product (1.0 means a 100% yield; for example, 0.34 means a 34% yield). (1) The reactants are Br[CH2:2][C:3]1[CH:8]=[CH:7][C:6]([C:9]2[N:13]=[CH:12][O:11][N:10]=2)=[CH:5][C:4]=1[F:14].[Cl:15][C:16]1[CH:21]=[CH:20][C:19]([S:22]([NH:25][C@H:26]([CH2:30][CH2:31][C:32]([F:35])([F:34])[F:33])[C:27]([NH2:29])=[O:28])(=[O:24])=[O:23])=[CH:18][CH:17]=1.C(=O)([O-])[O-].[Cs+].[Cs+].NO.ClC1C=CC(S(N([C@H](CCC(F)(F)F)C(N)=O)CC2C=CC(C#N)=CC=2F)(=O)=O)=CC=1. The catalyst is [I-].C([N+](CCCC)(CCCC)CCCC)CCC.O.C(#N)C. The product is [Cl:15][C:16]1[CH:21]=[CH:20][C:19]([S:22]([N:25]([CH2:2][C:3]2[CH:8]=[CH:7][C:6]([C:9]3[N:13]=[CH:12][O:11][N:10]=3)=[CH:5][C:4]=2[F:14])[C@H:26]([CH2:30][CH2:31][C:32]([F:35])([F:33])[F:34])[C:27]([NH2:29])=[O:28])(=[O:24])=[O:23])=[CH:18][CH:17]=1. The yield is 0.638. (2) The reactants are C([N-]C(C)C)(C)C.[Li+].C1C[O:12][CH2:11]C1.[Br:14][C:15]1[CH:20]=[CH:19][C:18]([F:21])=[CH:17][C:16]=1[F:22].CN(C=O)C. The catalyst is O. The product is [Br:14][C:15]1[C:16]([F:22])=[C:17]([C:18]([F:21])=[CH:19][CH:20]=1)[CH:11]=[O:12]. The yield is 0.320.